From a dataset of Full USPTO retrosynthesis dataset with 1.9M reactions from patents (1976-2016). Predict the reactants needed to synthesize the given product. (1) Given the product [C:11]([C:7]1[CH:8]=[C:9]([CH:22]([C:23]2[CH:28]=[CH:27][CH:26]=[CH:25][CH:24]=2)[N:16]2[CH2:21][CH2:20][CH2:19][CH2:18][CH2:17]2)[CH:10]=[C:5]([C:1]([CH3:4])([CH3:3])[CH3:2])[C:6]=1[OH:15])([CH3:14])([CH3:13])[CH3:12], predict the reactants needed to synthesize it. The reactants are: [C:1]([C:5]1[CH:10]=[CH:9][CH:8]=[C:7]([C:11]([CH3:14])([CH3:13])[CH3:12])[C:6]=1[OH:15])([CH3:4])([CH3:3])[CH3:2].[NH:16]1[CH2:21][CH2:20][CH2:19][CH2:18][CH2:17]1.[CH:22](=O)[C:23]1[CH:28]=[CH:27][CH:26]=[CH:25][CH:24]=1. (2) Given the product [Cl:20][C:8]1[CH:7]=[C:6]([NH:5][CH2:4][C:3]2[CH:21]=[CH:22][C:23]([C:25]([F:28])([F:27])[F:26])=[CH:24][C:2]=2[C:37]2[CH:38]=[CH:39][C:40]([C:43]([NH:45][CH2:46][CH2:47][C:48]([O:50][CH2:51][CH3:52])=[O:49])=[O:44])=[N:41][CH:42]=2)[CH:11]=[CH:10][C:9]=1[C:12]1[CH:17]=[CH:16][C:15]([Cl:18])=[CH:14][C:13]=1[CH3:19], predict the reactants needed to synthesize it. The reactants are: Br[C:2]1[CH:24]=[C:23]([C:25]([F:28])([F:27])[F:26])[CH:22]=[CH:21][C:3]=1[CH2:4][NH:5][C:6]1[CH:11]=[CH:10][C:9]([C:12]2[CH:17]=[CH:16][C:15]([Cl:18])=[CH:14][C:13]=2[CH3:19])=[C:8]([Cl:20])[CH:7]=1.CC1(C)C(C)(C)OB([C:37]2[CH:38]=[CH:39][C:40]([C:43]([NH:45][CH2:46][CH2:47][C:48]([O:50][CH2:51][CH3:52])=[O:49])=[O:44])=[N:41][CH:42]=2)O1.C([O-])([O-])=O.[K+].[K+].O. (3) Given the product [CH3:27][N:26]([CH3:28])[C@H:18]([C:19]1[CH:24]=[CH:23][CH:22]=[CH:21][C:20]=1[F:25])[C:17]([OH:29])=[O:16], predict the reactants needed to synthesize it. The reactants are: OC(C(F)(F)F)=O.C1([C@@H]([O:16][C:17](=[O:29])[C@H:18]([N:26]([CH3:28])[CH3:27])[C:19]2[CH:24]=[CH:23][CH:22]=[CH:21][C:20]=2[F:25])C)C=CC=CC=1. (4) Given the product [CH3:34][O:40][C:14]1[CH:13]=[CH:12][C:5]([NH:2][C:17]2[N:26]=[CH:25][C:24]3[CH2:23][CH2:22][C:21]4[C:27]([C:31]([NH2:33])=[O:32])=[N:28][N:29]([CH3:30])[C:20]=4[C:19]=3[N:18]=2)=[CH:8][C:7]=1[Cl:6], predict the reactants needed to synthesize it. The reactants are: C[N:2]([CH3:5])C=O.[Cl:6][C:7]1[CH:8]=C([CH:12]=[CH:13][C:14]=1N)OC.I[C:17]1[N:26]=[CH:25][C:24]2[CH2:23][CH2:22][C:21]3[C:27]([C:31]([NH2:33])=[O:32])=[N:28][N:29]([CH3:30])[C:20]=3[C:19]=2[N:18]=1.[C:34]([O-])([O-])=O.[K+].[K+].[OH2:40]. (5) The reactants are: [C:1]([O:6]CC)(=O)[CH:2]=[N:3][OH:4].[NH2:9][CH2:10][C:11]([N:13]1[CH2:19][CH2:18][CH2:17][CH2:16][CH2:15][CH2:14]1)=[O:12]. Given the product [N:13]1([C:11](=[O:12])[CH2:10][NH:9][C:1](=[O:6])[CH:2]=[N:3][OH:4])[CH2:19][CH2:18][CH2:17][CH2:16][CH2:15][CH2:14]1, predict the reactants needed to synthesize it. (6) Given the product [F:8][C:4]1[CH:5]=[CH:6][CH:7]=[C:2]([F:1])[C:3]=1[N:9]1[C:14]2[N:15]=[C:16]([S:29][CH3:30])[N:17]=[C:18]([C:19]3[CH:20]=[C:21]([CH:25]=[CH:26][C:27]=3[CH3:28])[C:22]([NH:39][CH2:32][C:33]3[CH:38]=[CH:37][CH:36]=[CH:35][CH:34]=3)=[O:24])[C:13]=2[CH:12]=[CH:11][C:10]1=[O:31], predict the reactants needed to synthesize it. The reactants are: [F:1][C:2]1[CH:7]=[CH:6][CH:5]=[C:4]([F:8])[C:3]=1[N:9]1[C:14]2[N:15]=[C:16]([S:29][CH3:30])[N:17]=[C:18]([C:19]3[CH:20]=[C:21]([CH:25]=[CH:26][C:27]=3[CH3:28])[C:22]([OH:24])=O)[C:13]=2[CH:12]=[CH:11][C:10]1=[O:31].[CH2:32]([NH2:39])[C:33]1[CH:38]=[CH:37][CH:36]=[CH:35][CH:34]=1.C(Cl)CCl.C1C=CC2N(O)N=NC=2C=1. (7) Given the product [CH3:30][C:11]1[C:12]([O:16][C@H:17]2[CH2:18][CH2:19][C@@H:20]([N:23]3[CH2:27][CH2:26][CH2:25][CH2:24]3)[CH2:21][CH2:22]2)=[CH:13][CH:14]=[C:15]2[C:10]=1[CH:9]=[N:8][NH:7]2, predict the reactants needed to synthesize it. The reactants are: C[O-].[Na+].C([N:7]1[C:15]2[C:10](=[C:11]([CH3:30])[C:12]([O:16][C@@H:17]3[CH2:22][CH2:21][C@H:20]([N:23]4[C:27](=O)[CH2:26][CH2:25][C:24]4=O)[CH2:19][CH2:18]3)=[CH:13][CH:14]=2)[CH:9]=[N:8]1)(=O)C.[Cl-].[NH4+].[H-].[Al+3].[Li+].[H-].[H-].[H-].[OH-].[Na+].